This data is from Peptide-MHC class II binding affinity with 134,281 pairs from IEDB. The task is: Regression. Given a peptide amino acid sequence and an MHC pseudo amino acid sequence, predict their binding affinity value. This is MHC class II binding data. (1) The peptide sequence is RTLNKIVYIKPAKNI. The MHC is HLA-DPA10301-DPB10402 with pseudo-sequence HLA-DPA10301-DPB10402. The binding affinity (normalized) is 0.582. (2) The peptide sequence is SKKDKFVAANAGGTV. The MHC is DRB1_1602 with pseudo-sequence DRB1_1602. The binding affinity (normalized) is 0.459. (3) The peptide sequence is IEGITLLNAKFFHMN. The MHC is HLA-DQA10501-DQB10301 with pseudo-sequence HLA-DQA10501-DQB10301. The binding affinity (normalized) is 0.363. (4) The peptide sequence is IIEPTAAAIAYGLDR. The MHC is HLA-DQA10102-DQB10602 with pseudo-sequence HLA-DQA10102-DQB10602. The binding affinity (normalized) is 0.747. (5) The peptide sequence is QNGMNGRTILGSTIL. The MHC is DRB1_0101 with pseudo-sequence DRB1_0101. The binding affinity (normalized) is 0.454. (6) The peptide sequence is GAVFLGFLGAAGSTMG. The MHC is DRB1_1602 with pseudo-sequence DRB1_1602. The binding affinity (normalized) is 1.00. (7) The peptide sequence is HYLKAKEYSHCAWTI. The MHC is DRB1_0405 with pseudo-sequence DRB1_0405. The binding affinity (normalized) is 0.241.